From a dataset of Forward reaction prediction with 1.9M reactions from USPTO patents (1976-2016). Predict the product of the given reaction. Given the reactants [CH2:1]([C@@:4]1([C:27]2[CH:32]=[CH:31][CH:30]=[CH:29][CH:28]=2)[O:9][C:8](=[O:10])[N:7]([C@H:11]([C:13]2[CH:18]=[CH:17][C:16]([C:19]3[CH:24]=[CH:23][C:22]([F:25])=[CH:21][C:20]=3[F:26])=[CH:15][CH:14]=2)[CH3:12])[CH2:6][CH2:5]1)[CH:2]=[CH2:3].B1C2CCCC1CCC2.[OH-].[Na+].OO, predict the reaction product. The product is: [F:26][C:20]1[CH:21]=[C:22]([F:25])[CH:23]=[CH:24][C:19]=1[C:16]1[CH:17]=[CH:18][C:13]([C@@H:11]([N:7]2[CH2:6][CH2:5][C@@:4]([C:27]3[CH:32]=[CH:31][CH:30]=[CH:29][CH:28]=3)([CH2:1][CH2:2][CH3:3])[O:9][C:8]2=[O:10])[CH3:12])=[CH:14][CH:15]=1.